This data is from Tox21: 12 toxicity assays (nuclear receptors and stress response pathways). The task is: Binary classification across 12 toxicity assays. The drug is CC(C)(C)CC(C)(C)c1ccc(O)c(Cc2ccc(Cl)cc2Cl)c1. It tested positive (active) for: SR-MMP (Mitochondrial Membrane Potential disruption).